This data is from Experimentally validated miRNA-target interactions with 360,000+ pairs, plus equal number of negative samples. The task is: Binary Classification. Given a miRNA mature sequence and a target amino acid sequence, predict their likelihood of interaction. (1) The miRNA is cel-miR-784-5p with sequence UGGCACAAUCUGCGUACGUAGA. The protein sequence of the target gene is MVGRLSLQDVPELVDTKKKGDGVLDSPDSGLPPSPSPSHWGLAATAGGGGERAPVAGTLEPDAAVTPIVPNPASLTHSLAAICSPRLCPLSFGEGVEFDPLPPKEIKYTSSVKYDSERHFIDDVQMPLGLVVASCSQTVTCIPNCTWRNYKAEVRFEPRPKPARFLSTTIVYPKYPKTVYTTTLDYNCHKKLRRFLSSVELEATEFLGSDGLADEC. Result: 0 (no interaction). (2) The miRNA is mmu-miR-465a-5p with sequence UAUUUAGAAUGGCACUGAUGUGA. The protein sequence of the target gene is MSLVIKNLQRVVPIRRVPLRRKMDLVRSILGVKKFDLGIICVDNKTIQNINRIYRNKNVPTDVLSFSFHENLKAGEFPQPHSPDDYNLGDIFLGVEYILQHCRESEDYCDVLTVTATHGLCHLLGFTHSSKAEWQKMYNQEKLVLEELSRYTGARLQPLSRGLY. Result: 1 (interaction). (3) The miRNA is mmu-miR-3064-5p with sequence UCUGGCUGUUGUGGUGUGCAAA. The protein sequence of the target gene is MAVPGPTARAGARPRLDLQLVQRFVRIQKVFFPSWSSQNVLMFMTLLCVTLLEQLVIYQVGLIPSQYYGVLGNKDLDGFKALTLLAVTLIVLNSTLKSFDQFTCNLLYVSWRKDLTEHLHHLYFRARVYYTLNVLRDDIDNPDQRISQDVERFCRQLSSVTSKLIISPFTLTYYTYQCFQSTGWLGPVSIFGYFIVGTMVNKTLMGPIVTKLVQQEKLEGDFRFKHMQIRVNAEPAAFYRAGLVEHMRTDRRLQRLLQTQRELMSRELWLYIGINTFDYLGSILSYVVIAIPIFSGVYGD.... Result: 1 (interaction). (4) The miRNA is hsa-miR-3928-3p with sequence GGAGGAACCUUGGAGCUUCGGC. The protein sequence of the target gene is MADLHRQLQEYLAQGKAGGPAAAEPLLAAEKAEEPGDRPAEEWLGRAGLRWTWARSPAESAAAGLTCLPSVTRGQRLAAGGGCLLLAALCFGLAALYAPVLLLRARKFALLWSLGSALALAGSALLRGGAACGRLLRCEEAPSRPALLYMAALGATLFAALGLRSTLLTVLGAGAQVAALLAALVGLLPWGGGTALRLALGRLGRGAGLAKVLPV. Result: 1 (interaction). (5) The miRNA is hsa-miR-940 with sequence AAGGCAGGGCCCCCGCUCCCC. The protein sequence of the target gene is MAMAPSPSLVQVYTSPAAVAVWEWQDGLGTWHPYSATVCSFIEQQFVQQKGQRFGLGSLAHSIPLGQADPSLAPYIIDLPSWTQFRQDTGTMRAVRRHLFPQHSAPGRGVVWEWLSDDGSWTAYEASVCDYLEQQVARGNQLVDLAPLGYNYTVNYTTHTQTNKTSSFCRSVRRQAGPPYPVTTIIAPPGHTGVACSCHQCLSGSRTGPVSGRYRHSMTNLPAYPVPQHPPHRTASVFGTHQAFAPYNKPSLSGARSAPRLNTTNAWGAAPPSLGSQPLYRSSLSHLGPQHLPPGSSTSG.... Result: 1 (interaction). (6) The miRNA is hsa-miR-454-3p with sequence UAGUGCAAUAUUGCUUAUAGGGU. The protein sequence of the target gene is MVNLLQIVRDHWVHVLVPMGFVIGCYLDRKSDERLTAFRNKSMLFKRELQPSEEVTWK. Result: 0 (no interaction). (7) The miRNA is hsa-miR-3606-3p with sequence AAAAUUUCUUUCACUACUUAG. The protein sequence of the target gene is MLAARTGAAGSQISEENTKLRRQSGFSVAGKDKSPKKASENAKDSSLSPSGESQLRARQLALLREVEMNWYLKLCDLSSEHTTVCTTGMPHRNLGKSGLRVSCLGLGTWVTFGGQISDEVAERLMTIAYESGVNLFDTAEVYAAGKAEVILGSIIKKKGWRRSSLVITTKLYWGGKAETERGLSRKHIIEGLKGSLQRLQLEYVDVVFANRPDSNTPMEEIVRAMTHVINQGMAMYWGTSRWSAMEIMEAYSVARQFNMIPPVCEQAEYHLFQREKVEVQLPELYHKIGVGAMTWSPLAC.... Result: 1 (interaction). (8) The miRNA is hsa-miR-876-5p with sequence UGGAUUUCUUUGUGAAUCACCA. Result: 0 (no interaction). The protein sequence of the target gene is MLELIEVNGTPGSQLSTPRSGKSPSPSPTSPGSLRKQRISQHGGSSTSLSSTKVCSSMDENDGPGEEESDEGFQIPATITERYKVGRTIGDGNFAVVKECIERSTAREYALKIIKKSKCRGKEHMIQNEVSILRRVKHPNIVLLIEEMDVPTELYLVMELVKGGDLFDAITSTSKYTERDASGMLYNLASAIKYLHSLNIVHRDIKPENLLVYEHQDGSKSLKLGDFGLATIVDGPLYTVCGTPTYVAPEIIAETGYGLKVDIWAAGVITYILLCGFPPFRGSGDDQEVLFDQILMGQVD.... (9) The miRNA is mmu-miR-365-3p with sequence UAAUGCCCCUAAAAAUCCUUAU. The protein sequence of the target gene is MGYDVTRFQGDVDEDLICPICSGVLEEPVQAPHCEHAFCNACITQWFSQQQTCPVDRSVVTVAHLRPVPRIMRNMLSKLQIACDNAVFGCSAVVRLDNLMSHLSDCEHNPKRPVTCEQGCGLEMPKDELPNHNCIKHLRSVVQQQQTRIAELEKTSAEHKHQLAEQKRDIQLLKAYMRAIRSVNPNLQNLEETIEYNEILEWVNSLQPARVTRWGGMISTPDAVLQAVIKRSLVESGCPASIVNELIENAHERSWPQGLATLETRQMNRRYYENYVAKRIPGKQAVVVMACENQHMGDDM.... Result: 0 (no interaction). (10) The miRNA is hsa-miR-6743-5p with sequence AAGGGGCAGGGACGGGUGGCCC. Result: 0 (no interaction). The protein sequence of the target gene is MTQAEKGDTENGKEKGGEKEKEQRGVKRPIVPALVPESLQEQIQSNFIIVIHPGSTTLRIGRATDTLPASIPHVIARRHKQQGQPLYKDSWLLREGLNKPESNEQRQNGLKMVDQAIWSKKMSNGTRRIPVSPEQARSYNKQMRPAILDHCSGNKWTNTSHHPEYLVGEEALYVNPLDCYNIHWPIRRGQLNIHPGPGGSLTAVLADIEVIWSHAIQKYLEIPLKDLKYYRCILLIPDIYNKQHVKELVNMILMKMGFSGIVVHQESVCATYGSGLSSTCIVDVGDQKTSVCCVEDGVSH....